Dataset: CYP1A2 inhibition data for predicting drug metabolism from PubChem BioAssay. Task: Regression/Classification. Given a drug SMILES string, predict its absorption, distribution, metabolism, or excretion properties. Task type varies by dataset: regression for continuous measurements (e.g., permeability, clearance, half-life) or binary classification for categorical outcomes (e.g., BBB penetration, CYP inhibition). Dataset: cyp1a2_veith. (1) The compound is Cc1cccc(NC(=O)c2cc(N3C(=O)CCC3=O)ccc2Cl)n1. The result is 0 (non-inhibitor). (2) The compound is CSc1ccc(CNc2ccccc2)cc1. The result is 1 (inhibitor). (3) The molecule is CC(C)N=c1scc(-c2ccco2)n1/N=C/c1ccc(O)c(O)c1. The result is 1 (inhibitor). (4) The compound is COc1ccc(-c2ccc3c(n2)CCCN3C[C@H](O)CN2CCCc3nc(C)c(C)cc32)cc1. The result is 0 (non-inhibitor). (5) The drug is CSc1ncc(C(=O)O)c(C)n1. The result is 0 (non-inhibitor).